Predict the reactants needed to synthesize the given product. From a dataset of Full USPTO retrosynthesis dataset with 1.9M reactions from patents (1976-2016). Given the product [F:17][C:18]1[CH:23]=[CH:22][C:21]([C:24]2([C:26]([F:27])([F:28])[F:29])[O:1][N:2]=[C:3]([C:4]3[CH:15]=[CH:14][C:7]4[B:8]([OH:13])[O:9][C:10]([CH3:12])([CH3:11])[C:6]=4[CH:5]=3)[CH2:25]2)=[CH:20][C:19]=1[C:30]([F:31])([F:32])[F:33], predict the reactants needed to synthesize it. The reactants are: [OH:1]/[N:2]=[C:3](\Cl)/[C:4]1[CH:15]=[CH:14][C:7]2[B:8]([OH:13])[O:9][C:10]([CH3:12])([CH3:11])[C:6]=2[CH:5]=1.[F:17][C:18]1[CH:23]=[CH:22][C:21]([C:24]([C:26]([F:29])([F:28])[F:27])=[CH2:25])=[CH:20][C:19]=1[C:30]([F:33])([F:32])[F:31].Cl.CC(=O)OCC.